Dataset: NCI-60 drug combinations with 297,098 pairs across 59 cell lines. Task: Regression. Given two drug SMILES strings and cell line genomic features, predict the synergy score measuring deviation from expected non-interaction effect. (1) Drug 1: CC1C(C(CC(O1)OC2CC(CC3=C2C(=C4C(=C3O)C(=O)C5=C(C4=O)C(=CC=C5)OC)O)(C(=O)CO)O)N)O.Cl. Drug 2: CC1C(C(CC(O1)OC2CC(CC3=C2C(=C4C(=C3O)C(=O)C5=CC=CC=C5C4=O)O)(C(=O)C)O)N)O. Cell line: BT-549. Synergy scores: CSS=51.1, Synergy_ZIP=-4.25, Synergy_Bliss=-1.15, Synergy_Loewe=-1.22, Synergy_HSA=2.69. (2) Drug 1: C1CCC(CC1)NC(=O)N(CCCl)N=O. Drug 2: CN1C(=O)N2C=NC(=C2N=N1)C(=O)N. Cell line: UACC62. Synergy scores: CSS=31.7, Synergy_ZIP=-4.52, Synergy_Bliss=1.81, Synergy_Loewe=-9.57, Synergy_HSA=-0.0769. (3) Drug 1: CCCCC(=O)OCC(=O)C1(CC(C2=C(C1)C(=C3C(=C2O)C(=O)C4=C(C3=O)C=CC=C4OC)O)OC5CC(C(C(O5)C)O)NC(=O)C(F)(F)F)O. Drug 2: C1CN1C2=NC(=NC(=N2)N3CC3)N4CC4. Cell line: OVCAR-5. Synergy scores: CSS=36.9, Synergy_ZIP=-1.91, Synergy_Bliss=1.71, Synergy_Loewe=-21.8, Synergy_HSA=-9.46. (4) Drug 1: CN(C)C(=N)N=C(N)N. Drug 2: CC1CCC2CC(C(=CC=CC=CC(CC(C(=O)C(C(C(=CC(C(=O)CC(OC(=O)C3CCCCN3C(=O)C(=O)C1(O2)O)C(C)CC4CCC(C(C4)OC)OP(=O)(C)C)C)C)O)OC)C)C)C)OC. Cell line: SW-620. Synergy scores: CSS=16.1, Synergy_ZIP=-2.15, Synergy_Bliss=2.98, Synergy_Loewe=-9.63, Synergy_HSA=2.49. (5) Drug 1: C1=NC2=C(N1)C(=S)N=CN2. Drug 2: C(CN)CNCCSP(=O)(O)O. Cell line: HCC-2998. Synergy scores: CSS=3.63, Synergy_ZIP=-11.8, Synergy_Bliss=-6.48, Synergy_Loewe=-35.7, Synergy_HSA=-10.4.